Dataset: Reaction yield outcomes from USPTO patents with 853,638 reactions. Task: Predict the reaction yield, written as a fraction of the theoretical maximum amount of product (1.0 means a 100% yield; for example, 0.34 means a 34% yield). The product is [Cl:21][CH:22]([CH3:23])[C:3](=[O:5])[CH2:2][C:1]([O:7][CH2:8][CH3:9])=[O:6]. The catalyst is C(#N)C.[Ti]. The yield is 0.580. The reactants are [C:1]([O:7][CH2:8][CH3:9])(=[O:6])[CH2:2][C:3]([O-:5])=O.[K+].[Cl-].[Mg+2].[Cl-].C(N(CC)CC)C.[Cl:21][CH:22](C)[C:23](Cl)=O.Cl.